Dataset: Full USPTO retrosynthesis dataset with 1.9M reactions from patents (1976-2016). Task: Predict the reactants needed to synthesize the given product. (1) Given the product [Cl:13][C:14]1[CH:15]=[C:16]([C:21]2[NH:22][C:23]3[N:24]([N:28]=[CH:29][C:30]=3[C:31](/[N:33]=[C:2](/[N:4]([CH3:6])[CH3:5])\[CH3:1])=[O:32])[C:25](=[O:27])[CH:26]=2)[CH:17]=[CH:18][C:19]=1[Cl:20], predict the reactants needed to synthesize it. The reactants are: [CH3:1][C:2]([N:4]([CH3:6])[CH3:5])=O.[CH3:1][C:2]([N:4]([CH3:6])[CH3:5])=O.[Cl:13][C:14]1[CH:15]=[C:16]([C:21]2[NH:22][C:23]3[N:24]([N:28]=[CH:29][C:30]=3[C:31]([NH2:33])=[O:32])[C:25](=[O:27])[CH:26]=2)[CH:17]=[CH:18][C:19]=1[Cl:20]. (2) Given the product [CH2:31]([O:30][C:28](=[O:29])[CH2:27][N:23]1[CH:24]=[CH:25][N:26]=[C:22]1/[CH:20]=[CH:7]/[C:8]([O:10][CH2:11][C:12]1[CH:13]=[CH:14][CH:15]=[CH:16][CH:17]=1)=[O:9])[CH3:32], predict the reactants needed to synthesize it. The reactants are: COP([CH2:7][C:8]([O:10][CH2:11][C:12]1[CH:17]=[CH:16][CH:15]=[CH:14][CH:13]=1)=[O:9])(OC)=O.[H-].[Na+].[CH:20]([C:22]1[N:23]([CH2:27][C:28]([O:30][CH2:31][CH3:32])=[O:29])[CH:24]=[CH:25][N:26]=1)=O.[Cl-].[NH4+]. (3) Given the product [Br:2][CH2:6][CH2:7][O:8][C:9]1[CH:10]=[CH:11][C:12]([C:24]2[NH:33][C:32](=[O:34])[C:31]3[C:26](=[CH:27][C:28]([O:37][CH3:38])=[CH:29][C:30]=3[O:35][CH3:36])[N:25]=2)=[N:13][C:14]=1[C:15]1[CH:20]=[CH:19][CH:18]=[C:17]([S:21][CH3:23])[CH:16]=1, predict the reactants needed to synthesize it. The reactants are: P(Br)(Br)[Br:2].O[CH2:6][CH2:7][O:8][C:9]1[CH:10]=[CH:11][C:12]([C:24]2[NH:33][C:32](=[O:34])[C:31]3[C:26](=[CH:27][C:28]([O:37][CH3:38])=[CH:29][C:30]=3[O:35][CH3:36])[N:25]=2)=[N:13][C:14]=1[C:15]1[CH:20]=[CH:19][CH:18]=[C:17]([S:21]([CH3:23])=O)[CH:16]=1.C([O-])([O-])=O.[Na+].[Na+]. (4) The reactants are: C(=O)(O)[O-].[Na+].[NH2:6][CH2:7][CH:8]1[C:13]2=[N:14][CH:15]=[C:16]([NH2:18])[CH:17]=[C:12]2[CH2:11][O:10][CH2:9]1.[C:19](O[C:19]([O:21][C:22]([CH3:25])([CH3:24])[CH3:23])=[O:20])([O:21][C:22]([CH3:25])([CH3:24])[CH3:23])=[O:20]. Given the product [NH2:18][C:16]1[CH:17]=[C:12]2[CH2:11][O:10][CH2:9][CH:8]([CH2:7][NH:6][C:19](=[O:20])[O:21][C:22]([CH3:25])([CH3:24])[CH3:23])[C:13]2=[N:14][CH:15]=1, predict the reactants needed to synthesize it. (5) Given the product [C:1]([C:3]1[CH:4]=[C:5]([CH:10]([CH3:15])[C:11]([O:13][CH3:14])=[O:12])[CH:6]=[CH:7][C:8]=1[F:9])#[N:2], predict the reactants needed to synthesize it. The reactants are: [C:1]([C:3]1[CH:4]=[C:5]([CH2:10][C:11]([O:13][CH3:14])=[O:12])[CH:6]=[CH:7][C:8]=1[F:9])#[N:2].[CH3:15][Si]([N-][Si](C)(C)C)(C)C.[Na+].CI. (6) The reactants are: CB1N2CCC[C@@H]2C(C2C=CC=CC=2)(C2C=CC=CC=2)O1.C(N(CC)C1C=CC=CC=1)C.B.[Br:34][CH2:35][C:36]([C:38]1[CH:43]=[CH:42][C:41]([C:44]([F:47])([F:46])[F:45])=[C:40]([F:48])[CH:39]=1)=[O:37]. Given the product [Br:34][CH2:35][C@@H:36]([C:38]1[CH:43]=[CH:42][C:41]([C:44]([F:45])([F:46])[F:47])=[C:40]([F:48])[CH:39]=1)[OH:37], predict the reactants needed to synthesize it. (7) Given the product [F:20][C:14]1[CH:15]=[CH:16][C:17]([F:19])=[CH:18][C:13]=1[C@H:12]1[O:11][C:10](=[O:21])[NH:9][C@@H:8]1[C:6]1[C:5]([F:22])=[CH:4][N:3]=[C:2]([C:24]#[C:23][C:25]2[CH:30]=[CH:29][CH:28]=[CH:27][CH:26]=2)[CH:7]=1, predict the reactants needed to synthesize it. The reactants are: Br[C:2]1[CH:7]=[C:6]([C@@H:8]2[C@@H:12]([C:13]3[CH:18]=[C:17]([F:19])[CH:16]=[CH:15][C:14]=3[F:20])[O:11][C:10](=[O:21])[NH:9]2)[C:5]([F:22])=[CH:4][N:3]=1.[C:23]([C:25]1[CH:30]=[CH:29][CH:28]=[CH:27][CH:26]=1)#[CH:24].C1(P(C2C=CC=CC=2)C2C=CC=CC=2)C=CC=CC=1. (8) Given the product [F:1][C:2]([F:13])([F:12])[C:3]1[CH:8]=[CH:7][C:6]([C:24]2[CH:25]=[C:20]([S:19][CH:14]3[CH2:18][CH2:17][CH2:16][CH2:15]3)[CH:21]=[CH:22][CH:23]=2)=[CH:5][CH:4]=1, predict the reactants needed to synthesize it. The reactants are: [F:1][C:2]([F:13])([F:12])[C:3]1[CH:8]=[CH:7][C:6](B(O)O)=[CH:5][CH:4]=1.[CH:14]1([S:19][C:20]2[CH:25]=[CH:24][CH:23]=[C:22](Br)[CH:21]=2)[CH2:18][CH2:17][CH2:16][CH2:15]1.C(=O)([O-])[O-].[Na+].[Na+].C1(C)C=CC=CC=1.